Predict the product of the given reaction. From a dataset of Forward reaction prediction with 1.9M reactions from USPTO patents (1976-2016). (1) Given the reactants [Cl:1][C:2]1[CH2:6][CH:5]([C:7]([O:9][CH3:10])=[O:8])[N:4]([C:11]2[CH:12]=[N:13][CH:14]=[CH:15][CH:16]=2)[N:3]=1.[Mn]([O-])(=O)(=O)=O.[K+], predict the reaction product. The product is: [Cl:1][C:2]1[CH:6]=[C:5]([C:7]([O:9][CH3:10])=[O:8])[N:4]([C:11]2[CH:12]=[N:13][CH:14]=[CH:15][CH:16]=2)[N:3]=1. (2) Given the reactants Br[C:2]1[CH:3]=[C:4]([C:8]2[CH2:12][C:11]([C:17]3[CH:22]=[C:21]([Cl:23])[CH:20]=[C:19]([Cl:24])[CH:18]=3)([C:13]([F:16])([F:15])[F:14])[O:10][N:9]=2)[S:5][C:6]=1[CH3:7].O.C(OCC)(=O)C.[CH3:32][N:33](C=O)C, predict the reaction product. The product is: [Cl:24][C:19]1[CH:18]=[C:17]([C:11]2([C:13]([F:16])([F:15])[F:14])[O:10][N:9]=[C:8]([C:4]3[S:5][C:6]([CH3:7])=[C:2]([C:32]#[N:33])[CH:3]=3)[CH2:12]2)[CH:22]=[C:21]([Cl:23])[CH:20]=1. (3) Given the reactants [CH3:1][C:2]1[N:3]=[C:4]2[C:9]([O:10][CH2:11][C:12]3[C:17]([F:18])=[CH:16][CH:15]=[C:14]([F:19])[C:13]=3[F:20])=[CH:8][C:7]([CH3:21])=[CH:6][N:5]2[C:22]=1C(O)=O.Cl, predict the reaction product. The product is: [CH3:1][C:2]1[N:3]=[C:4]2[C:9]([O:10][CH2:11][C:12]3[C:17]([F:18])=[CH:16][CH:15]=[C:14]([F:19])[C:13]=3[F:20])=[CH:8][C:7]([CH3:21])=[CH:6][N:5]2[CH:22]=1. (4) Given the reactants [C:1]([NH:8][C@H:9]1[CH2:13][CH2:12][NH:11][CH2:10]1)([O:3][C:4]([CH3:7])([CH3:6])[CH3:5])=[O:2].C([O-])([O-])=O.[Cs+].[Cs+].FC(F)(F)S(O[C:26]1[C:31]2[CH2:32][CH:33]([CH3:35])[O:34][C:30]=2[C:29]([F:36])=[CH:28][CH:27]=1)(=O)=O, predict the reaction product. The product is: [F:36][C:29]1[C:30]2[O:34][CH:33]([CH3:35])[CH2:32][C:31]=2[C:26]([N:11]2[CH2:12][CH2:13][C@H:9]([NH:8][C:1](=[O:2])[O:3][C:4]([CH3:7])([CH3:6])[CH3:5])[CH2:10]2)=[CH:27][CH:28]=1. (5) Given the reactants Cl.[F:2][CH:3]([F:38])[C:4]1[CH:9]=[C:8]([C:10]2[CH:15]=[CH:14][C:13]([C:16]([N:18]3[CH2:22][CH2:21][CH2:20][CH2:19]3)=[O:17])=[CH:12][CH:11]=2)[N:7]=[C:6]2[N:23](C3CCCCO3)[N:24]=[C:25]([C:26]3[CH:31]=[CH:30][CH:29]=[CH:28][CH:27]=3)[C:5]=12.C(=O)([O-])O.[Na+].ClCCl.CCCCC, predict the reaction product. The product is: [F:38][CH:3]([F:2])[C:4]1[CH:9]=[C:8]([C:10]2[CH:15]=[CH:14][C:13]([C:16]([N:18]3[CH2:19][CH2:20][CH2:21][CH2:22]3)=[O:17])=[CH:12][CH:11]=2)[N:7]=[C:6]2[NH:23][N:24]=[C:25]([C:26]3[CH:31]=[CH:30][CH:29]=[CH:28][CH:27]=3)[C:5]=12. (6) The product is: [Cl:24][C:25]1[N:26]=[C:27]([N:40]2[CH2:44][CH2:43][O:46][CH2:45][CH2:41]2)[N:28]=[C:29]([NH:31][C:32]2[CH:33]=[C:34]([CH:37]3[CH2:39][CH2:38]3)[NH:35][N:36]=2)[N:30]=1. Given the reactants ClC1N=C(Cl)N=C(NC2NN=C(C3CC3)C=2)N=1.N1CCOCC1.[Cl:24][C:25]1[N:30]=[C:29]([NH:31][C:32]2[NH:36][N:35]=[C:34]([CH:37]3[CH2:39][CH2:38]3)[CH:33]=2)[N:28]=[C:27]([N:40]2[CH2:44][CH2:43]C[C@@:41]2(C)[C:45](NC2C=NC(F)=CC=2)=[O:46])[N:26]=1, predict the reaction product. (7) Given the reactants [NH2:1][C:2]1[C:3]([C:19]([NH:21][C:22]2[CH:23]=[N:24][CH:25]=[CH:26][C:27]=2[N:28]2[CH2:33][C@H:32]([CH3:34])[CH2:31][C@H:30]([NH:35]C(=O)OC(C)(C)C)[CH2:29]2)=[O:20])=[N:4][C:5]2[C:10]([CH:11]=1)=[CH:9][CH:8]=[C:7]([CH:12]1[CH2:17][CH2:16][N:15]([CH3:18])[CH2:14][CH2:13]1)[CH:6]=2.Cl, predict the reaction product. The product is: [NH2:1][C:2]1[C:3]([C:19]([NH:21][C:22]2[CH:23]=[N:24][CH:25]=[CH:26][C:27]=2[N:28]2[CH2:33][C@H:32]([CH3:34])[CH2:31][C@H:30]([NH2:35])[CH2:29]2)=[O:20])=[N:4][C:5]2[C:10]([CH:11]=1)=[CH:9][CH:8]=[C:7]([CH:12]1[CH2:17][CH2:16][N:15]([CH3:18])[CH2:14][CH2:13]1)[CH:6]=2.